This data is from Reaction yield outcomes from USPTO patents with 853,638 reactions. The task is: Predict the reaction yield, written as a fraction of the theoretical maximum amount of product (1.0 means a 100% yield; for example, 0.34 means a 34% yield). (1) The reactants are [F:1][C:2]([F:7])([F:6])[C:3]([OH:5])=[O:4].CC(C)(C)[CH2:10][NH:11][CH2:12][C:13]1[O:17][CH:16]=[C:15]([C:18]2[CH:19]=[C:20]3[C:24](=[C:25]([C:27]([NH2:29])=[O:28])[CH:26]=2)[NH:23][CH:22]=[C:21]3[CH:30]2[CH2:35][CH2:34][N:33]([S:36]([CH2:39][CH3:40])(=[O:38])=[O:37])[CH2:32][CH2:31]2)[CH:14]=1.[CH3:43][C:44](C)(C)CN. No catalyst specified. The product is [F:1][C:2]([F:7])([F:6])[C:3]([OH:5])=[O:4].[CH2:10]([N:11]([CH2:12][C:13]1[O:17][CH:16]=[C:15]([C:18]2[CH:19]=[C:20]3[C:24](=[C:25]([C:27]([NH2:29])=[O:28])[CH:26]=2)[NH:23][CH:22]=[C:21]3[CH:30]2[CH2:35][CH2:34][N:33]([S:36]([CH2:39][CH3:40])(=[O:37])=[O:38])[CH2:32][CH2:31]2)[CH:14]=1)[CH2:43][CH3:44])[CH3:2]. The yield is 0.120. (2) The yield is 0.350. The product is [Cl:8][C:5]1[N:4]=[CH:3][C:2]([C:10]([OH:11])([CH3:12])[CH3:9])=[CH:7][N:6]=1. The reactants are Br[C:2]1[CH:3]=[N:4][C:5]([Cl:8])=[N:6][CH:7]=1.[CH3:9][C:10]([CH3:12])=[O:11].CCCCCC.C([Li])CCC.C(=O)(O)[O-].[Na+]. The catalyst is C(OCC)C.O1CCCC1.